Binary Classification. Given a T-cell receptor sequence (or CDR3 region) and an epitope sequence, predict whether binding occurs between them. From a dataset of TCR-epitope binding with 47,182 pairs between 192 epitopes and 23,139 TCRs. (1) The epitope is KLGGALQAK. The TCR CDR3 sequence is CSAPQGAGNTIYF. Result: 1 (the TCR binds to the epitope). (2) The epitope is FVRATATIPI. The TCR CDR3 sequence is CASAPGGSYEQYF. Result: 0 (the TCR does not bind to the epitope). (3) The epitope is GPGHKARVL. The TCR CDR3 sequence is CASSLVEGRLGGSYEQYF. Result: 0 (the TCR does not bind to the epitope). (4) The epitope is IVTDFSVIK. The TCR CDR3 sequence is CASSLRDTRNSLHF. Result: 1 (the TCR binds to the epitope).